From a dataset of Full USPTO retrosynthesis dataset with 1.9M reactions from patents (1976-2016). Predict the reactants needed to synthesize the given product. (1) Given the product [CH:43]1([CH2:46][O:47][NH:48][C:17]([C:10]2[C:9]([NH:8][C:5]3[CH:6]=[CH:7][C:2]([Br:1])=[CH:3][C:4]=3[F:20])=[CH:14][C:13](=[O:15])[N:12]([CH3:16])[CH:11]=2)=[O:19])[CH2:45][CH2:44]1, predict the reactants needed to synthesize it. The reactants are: [Br:1][C:2]1[CH:7]=[CH:6][C:5]([NH:8][C:9]2[C:10]([C:17]([OH:19])=O)=[CH:11][N:12]([CH3:16])[C:13](=[O:15])[CH:14]=2)=[C:4]([F:20])[CH:3]=1.CCN=C=NCCCN(C)C.Cl.C1C=CC2N(O)N=NC=2C=1.[CH:43]1([CH2:46][O:47][NH2:48])[CH2:45][CH2:44]1.CCN(CC)CC. (2) Given the product [CH:23]([C:15]1[CH:16]=[CH:17][CH:18]=[C:19]([CH:20]([CH3:22])[CH3:21])[C:14]=1/[N:13]=[CH:12]/[C:9]1[CH:8]=[CH:7][C:6]2[C:11](=[C:2]([NH:29][C:28]3[C:30]([CH3:34])=[CH:31][CH:32]=[CH:33][C:27]=3[CH3:26])[CH:3]=[CH:4][CH:5]=2)[N:10]=1)([CH3:25])[CH3:24], predict the reactants needed to synthesize it. The reactants are: Br[C:2]1[CH:3]=[CH:4][CH:5]=[C:6]2[C:11]=1[N:10]=[C:9](/[CH:12]=[N:13]/[C:14]1[C:19]([CH:20]([CH3:22])[CH3:21])=[CH:18][CH:17]=[CH:16][C:15]=1[CH:23]([CH3:25])[CH3:24])[CH:8]=[CH:7]2.[CH3:26][C:27]1[CH:33]=[CH:32][CH:31]=[C:30]([CH3:34])[C:28]=1[NH2:29].CC(C)([O-])C.[Na+].C1(P(C2CCCCC2)C2C=CC=CC=2C2C=CC=CC=2N(C)C)CCCCC1. (3) The reactants are: Cl.Cl.[CH:3]1([NH:9][C:10]2[C:14]3([CH2:19][CH2:18][NH:17][CH2:16][CH2:15]3)[N:13]([CH2:20][CH2:21][CH2:22][C:23]([O:25][CH3:26])=[O:24])[C:12](=[O:27])[N:11]=2)[CH2:8][CH2:7][CH2:6][CH2:5][CH2:4]1.[I:28][C:29]1[CH:36]=[CH:35][C:32]([CH:33]=O)=[CH:31][CH:30]=1. Given the product [CH:3]1([NH:9][C:10]2[C:14]3([CH2:19][CH2:18][N:17]([CH2:33][C:32]4[CH:35]=[CH:36][C:29]([I:28])=[CH:30][CH:31]=4)[CH2:16][CH2:15]3)[N:13]([CH2:20][CH2:21][CH2:22][C:23]([O:25][CH3:26])=[O:24])[C:12](=[O:27])[N:11]=2)[CH2:4][CH2:5][CH2:6][CH2:7][CH2:8]1, predict the reactants needed to synthesize it. (4) Given the product [F:1][C:2]1[CH:7]=[C:6]([O:8][CH3:9])[CH:5]=[CH:4][C:3]=1[CH2:10][CH2:11][NH2:12], predict the reactants needed to synthesize it. The reactants are: [F:1][C:2]1[CH:7]=[C:6]([O:8][CH3:9])[CH:5]=[CH:4][C:3]=1[CH:10]=[CH:11][N+:12]([O-])=O.OS(O)(=O)=O. (5) Given the product [C:1]1([S:7]([C:10]2[CH:11]=[CH:12][C:13]([NH:16][NH2:17])=[CH:14][CH:15]=2)(=[O:8])=[O:9])[CH:6]=[CH:5][CH:4]=[CH:3][CH:2]=1, predict the reactants needed to synthesize it. The reactants are: [C:1]1([S:7]([C:10]2[CH:15]=[CH:14][C:13]([NH2:16])=[CH:12][CH:11]=2)(=[O:9])=[O:8])[CH:6]=[CH:5][CH:4]=[CH:3][CH:2]=1.[N:17]([O-])=O.[Na+].O.O.[Sn](Cl)Cl.[OH-].[Na+].